Predict the product of the given reaction. From a dataset of Forward reaction prediction with 1.9M reactions from USPTO patents (1976-2016). (1) Given the reactants C/C(/C)=[C:3](/[O:9]C)\[O:4][Si](C)(C)C.[C:12](O[Si](C)(C)C)(=[O:16])[C:13](C)=C.C(OCC(CC)CCCC)(=O)C(C)=C.C[O:37][C:38]1[CH:45]=[CH:44][C:41]([CH:42]=[O:43])=[CH:40][CH:39]=1, predict the reaction product. The product is: [CH3:13][CH2:12][O:16][C:39]1[CH:40]=[C:41]([CH:42]([OH:43])[C:3]([OH:4])=[O:9])[CH:44]=[CH:45][C:38]=1[OH:37]. (2) Given the reactants [CH3:1][O:2][CH2:3][CH2:4][OH:5].[H-].[Na+].Br[CH2:9][C:10]1[C:14]2[CH:15]=[C:16]([F:19])[CH:17]=[CH:18][C:13]=2[O:12][C:11]=1[C:20]([O:22][CH3:23])=[O:21].[Cl-].[NH4+], predict the reaction product. The product is: [F:19][C:16]1[CH:17]=[CH:18][C:13]2[O:12][C:11]([C:20]([O:22][CH3:23])=[O:21])=[C:10]([CH2:9][O:5][CH2:4][CH2:3][O:2][CH3:1])[C:14]=2[CH:15]=1. (3) Given the reactants [F:1][C:2]1[CH:7]=[C:6]([S:8][CH3:9])[CH:5]=[CH:4][C:3]=1[C:10]1[N:11]=[CH:12][C:13]([O:16][C@H:17]([CH:19]2[CH2:24][CH2:23][N:22]([C:25]([O:27][CH:28]([CH3:30])[CH3:29])=[O:26])[CH2:21][CH2:20]2)[CH3:18])=[N:14][CH:15]=1.[OH:31]OS([O-])=O.[K+].[OH2:37], predict the reaction product. The product is: [F:1][C:2]1[CH:7]=[C:6]([S:8]([CH3:9])(=[O:31])=[O:37])[CH:5]=[CH:4][C:3]=1[C:10]1[N:11]=[CH:12][C:13]([O:16][C@H:17]([CH:19]2[CH2:20][CH2:21][N:22]([C:25]([O:27][CH:28]([CH3:30])[CH3:29])=[O:26])[CH2:23][CH2:24]2)[CH3:18])=[N:14][CH:15]=1. (4) The product is: [Br:1][C:2](=[CH:18][C:19]1[CH:20]=[CH:21][C:22]([F:25])=[CH:23][CH:24]=1)[CH2:3][N:4]([CH2:5][CH:6]1[CH2:10][CH2:9][CH2:8][N:7]1[CH2:11][CH:12]1[CH2:17][CH2:16][CH2:15][CH2:14][CH2:13]1)[C:31](=[O:32])[C:30]1[CH:29]=[C:28]([O:27][CH3:26])[C:36]([O:37][CH3:38])=[C:35]([O:39][CH3:40])[CH:34]=1. Given the reactants [Br:1][C:2](=[CH:18][C:19]1[CH:24]=[CH:23][C:22]([F:25])=[CH:21][CH:20]=1)[CH2:3][NH:4][CH2:5][CH:6]1[CH2:10][CH2:9][CH2:8][N:7]1[CH2:11][CH:12]1[CH2:17][CH2:16][CH2:15][CH2:14][CH2:13]1.[CH3:26][O:27][C:28]1[CH:29]=[C:30]([CH:34]=[C:35]([O:39][CH3:40])[C:36]=1[O:37][CH3:38])[C:31](Cl)=[O:32].C(N(CC)CC)C.C(O)(C(F)(F)F)=O, predict the reaction product.